From a dataset of NCI-60 drug combinations with 297,098 pairs across 59 cell lines. Regression. Given two drug SMILES strings and cell line genomic features, predict the synergy score measuring deviation from expected non-interaction effect. (1) Drug 1: CN(C)C1=NC(=NC(=N1)N(C)C)N(C)C. Drug 2: C(CCl)NC(=O)N(CCCl)N=O. Cell line: HCT116. Synergy scores: CSS=9.77, Synergy_ZIP=0.396, Synergy_Bliss=2.63, Synergy_Loewe=-3.24, Synergy_HSA=1.38. (2) Drug 1: C1CC(=O)NC(=O)C1N2C(=O)C3=CC=CC=C3C2=O. Drug 2: CC12CCC3C(C1CCC2OP(=O)(O)O)CCC4=C3C=CC(=C4)OC(=O)N(CCCl)CCCl.[Na+]. Cell line: UO-31. Synergy scores: CSS=9.55, Synergy_ZIP=-0.580, Synergy_Bliss=0.824, Synergy_Loewe=-4.94, Synergy_HSA=-4.26.